From a dataset of Catalyst prediction with 721,799 reactions and 888 catalyst types from USPTO. Predict which catalyst facilitates the given reaction. (1) Reactant: [CH2:1]([N:3]([C:10]1[CH:19]=[CH:18][CH:17]=[C:16]2[C:11]=1[CH:12]=[CH:13][CH:14]=[C:15]2[S:20](Cl)(=[O:22])=[O:21])[C:4](=[O:9])[C:5]([F:8])([F:7])[F:6])[CH3:2].[NH3:24]. Product: [CH2:1]([N:3]([C:10]1[C:11]2[C:16](=[C:15]([S:20](=[O:22])(=[O:21])[NH2:24])[CH:14]=[CH:13][CH:12]=2)[CH:17]=[CH:18][CH:19]=1)[C:4](=[O:9])[C:5]([F:8])([F:7])[F:6])[CH3:2]. The catalyst class is: 7. (2) Reactant: [Cl:1][C:2]1[CH:7]=[CH:6][C:5]([N:8]2[C:16]([C:17]3[CH:22]=[CH:21][CH:20]=[CH:19][C:18]=3[Cl:23])=[N:15][C:14]3[C:9]2=[N:10][CH:11]=[N:12][C:13]=3O)=[CH:4][CH:3]=1.C(N(CC)CC)C.O=P(Cl)(Cl)[Cl:34]. Product: [Cl:34][C:13]1[N:12]=[CH:11][N:10]=[C:9]2[C:14]=1[N:15]=[C:16]([C:17]1[CH:22]=[CH:21][CH:20]=[CH:19][C:18]=1[Cl:23])[N:8]2[C:5]1[CH:6]=[CH:7][C:2]([Cl:1])=[CH:3][CH:4]=1. The catalyst class is: 11. (3) Reactant: [Cl:1][C:2]1[CH:10]=[CH:9][C:8]2[NH:7][C:6]3[CH2:11][CH2:12][N:13]([CH3:15])[CH2:14][C:5]=3[C:4]=2[CH:3]=1.P([O-])([O-])([O-])=O.[K+].[K+].[K+].N1CCC[C@H]1C(O)=O.Br[CH:33]=[C:34]([C:36]1[CH:40]=[CH:39][S:38][CH:37]=1)[CH3:35]. Product: [Cl:1][C:2]1[CH:10]=[CH:9][C:8]2[N:7](/[CH:33]=[C:34](/[C:36]3[CH:40]=[CH:39][S:38][CH:37]=3)\[CH3:35])[C:6]3[CH2:11][CH2:12][N:13]([CH3:15])[CH2:14][C:5]=3[C:4]=2[CH:3]=1. The catalyst class is: 122. (4) Reactant: [CH3:1][C:2]1[N:3]=[C:4]([S:13][CH2:14][CH2:15][CH:16]([C:21]2[S:22][C:23]3[CH:30]=[C:29]([C:31]([F:34])([F:33])[F:32])[CH:28]=[CH:27][C:24]=3[C:25]=2[CH3:26])[CH2:17][CH2:18][O:19][CH3:20])[S:5][C:6]=1[CH2:7][C:8]([O:10]CC)=[O:9].[OH-].[Na+]. Product: [CH3:1][C:2]1[N:3]=[C:4]([S:13][CH2:14][CH2:15][CH:16]([C:21]2[S:22][C:23]3[CH:30]=[C:29]([C:31]([F:34])([F:32])[F:33])[CH:28]=[CH:27][C:24]=3[C:25]=2[CH3:26])[CH2:17][CH2:18][O:19][CH3:20])[S:5][C:6]=1[CH2:7][C:8]([OH:10])=[O:9]. The catalyst class is: 92. (5) Reactant: [H-].[Na+].[CH:3]1[C:14]2=[C:15]3[CH:10]([CH2:11][CH2:12][CH2:13]2)[CH2:9][CH2:8][CH2:7][C:6]3=[CH:5][C:4]=1[NH:16][C:17]1[CH:27]=[CH:26][C:20]([C:21]([O:23][CH2:24][CH3:25])=[O:22])=[CH:19][CH:18]=1.Br[CH2:29][CH:30]1[CH2:32][CH2:31]1.[Cl-].[NH4+]. Product: [CH:30]1([CH2:29][N:16]([C:4]2[CH:3]=[C:14]3[C:15]4[CH:10]([CH2:11][CH2:12][CH2:13]3)[CH2:9][CH2:8][CH2:7][C:6]=4[CH:5]=2)[C:17]2[CH:18]=[CH:19][C:20]([C:21]([O:23][CH2:24][CH3:25])=[O:22])=[CH:26][CH:27]=2)[CH2:32][CH2:31]1. The catalyst class is: 9.